Dataset: Catalyst prediction with 721,799 reactions and 888 catalyst types from USPTO. Task: Predict which catalyst facilitates the given reaction. (1) The catalyst class is: 10. Reactant: [Br:1][C:2]1[C:3]([CH3:11])=[C:4]([CH:6]=[CH:7][C:8]=1[O:9][CH3:10])[NH2:5].C(OC(=O)C)(=O)C.C([O-])(=O)C.[K+].[N:24](OCCCCC)=O. Product: [Br:1][C:2]1[C:8]([O:9][CH3:10])=[CH:7][CH:6]=[C:4]2[C:3]=1[CH:11]=[N:24][NH:5]2. (2) Reactant: Cl[C:2]1[N:7]=[CH:6][C:5]([C:8]2([C:11]([O:13][CH3:14])=[O:12])[CH2:10][CH2:9]2)=[CH:4][CH:3]=1.[NH2:15][NH2:16]. Product: [NH:15]([C:2]1[N:7]=[CH:6][C:5]([C:8]2([C:11]([O:13][CH3:14])=[O:12])[CH2:10][CH2:9]2)=[CH:4][CH:3]=1)[NH2:16]. The catalyst class is: 17. (3) Reactant: [Br:1][C:2]1[CH:3]=[CH:4][C:5]2[O:14][C:13]3[C:12](=[O:15])[NH:11][C:10]([CH2:16][CH:17]4[CH2:22][CH2:21][CH2:20][NH:19][CH2:18]4)=[N:9][C:8]=3[C:6]=2[CH:7]=1.C=O.[CH:25](O)=O.[OH-].[Na+]. Product: [Br:1][C:2]1[CH:3]=[CH:4][C:5]2[O:14][C:13]3[C:12](=[O:15])[NH:11][C:10]([CH2:16][CH:17]4[CH2:22][CH2:21][CH2:20][N:19]([CH3:25])[CH2:18]4)=[N:9][C:8]=3[C:6]=2[CH:7]=1. The catalyst class is: 6. (4) The catalyst class is: 1. Product: [C:12]([C:14](=[CH:1][C:3]1[CH:4]=[C:5]2[C:9](=[CH:10][CH:11]=1)[NH:8][N:7]=[CH:6]2)[C:15]([NH2:17])=[O:16])#[N:13]. Reactant: [CH:1]([C:3]1[CH:4]=[C:5]2[C:9](=[CH:10][CH:11]=1)[NH:8][N:7]=[CH:6]2)=O.[C:12]([CH2:14][C:15]([NH2:17])=[O:16])#[N:13].N1CCCCC1. (5) Reactant: [Cl:1][C:2]1[C:3]([OH:20])=[CH:4][C:5]([OH:19])=[C:6]([C:8](=[O:18])[CH2:9][C:10]2[CH:15]=[CH:14][CH:13]=[CH:12][C:11]=2[O:16][CH3:17])[CH:7]=1.[C:21]1(C)C=C(C)C=C(C)C=1Cl. Product: [Cl:1][C:2]1[CH:7]=[C:6]2[C:5](=[CH:4][C:3]=1[OH:20])[O:19][CH:21]=[C:9]([C:10]1[CH:15]=[CH:14][CH:13]=[CH:12][C:11]=1[O:16][CH3:17])[C:8]2=[O:18]. The catalyst class is: 3. (6) Reactant: [CH3:1][CH:2]([N:4]1[C:8]2[N:9]=[C:10]([C:18]3[CH:22]=[CH:21][S:20][CH:19]=3)[CH:11]=[C:12]([C:13]([O:15]CC)=[O:14])[C:7]=2[CH:6]=[N:5]1)[CH3:3].[OH-].[Na+]. Product: [CH3:3][CH:2]([N:4]1[C:8]2[N:9]=[C:10]([C:18]3[CH:22]=[CH:21][S:20][CH:19]=3)[CH:11]=[C:12]([C:13]([OH:15])=[O:14])[C:7]=2[CH:6]=[N:5]1)[CH3:1]. The catalyst class is: 8. (7) Reactant: [C:1]([N:8]1[CH2:13][CH2:12][N:11]([C:14]2[CH:22]=[CH:21][C:17]([C:18]([OH:20])=O)=[CH:16][C:15]=2[C:23]([F:26])([F:25])[F:24])[CH2:10][CH2:9]1)([O:3][C:4]([CH3:7])([CH3:6])[CH3:5])=[O:2].CN(C(ON1N=NC2C=CC=CC1=2)=[N+](C)C)C.[B-](F)(F)(F)F.CN1CCOCC1.[Cl:56][C:57]1[CH:68]=[CH:67][C:60]2[NH:61][C:62]([C@@H:64]([NH2:66])[CH3:65])=[N:63][C:59]=2[CH:58]=1. Product: [C:1]([N:8]1[CH2:13][CH2:12][N:11]([C:14]2[CH:22]=[CH:21][C:17]([C:18]([NH:66][C@H:64]([C:62]3[NH:61][C:60]4[CH:67]=[CH:68][C:57]([Cl:56])=[CH:58][C:59]=4[N:63]=3)[CH3:65])=[O:20])=[CH:16][C:15]=2[C:23]([F:26])([F:24])[F:25])[CH2:10][CH2:9]1)([O:3][C:4]([CH3:7])([CH3:5])[CH3:6])=[O:2]. The catalyst class is: 37. (8) Reactant: [Cl:1][C:2]1[CH:3]=[C:4]([CH:8]=[CH:9][C:10]=1[N+:11]([O-:13])=[O:12])[C:5](Cl)=[O:6].C(N(CC)C(C)C)(C)C.[NH2:23][CH:24]1[CH2:29][CH2:28][N:27]([CH3:30])[CH2:26][CH2:25]1. Product: [Cl:1][C:2]1[CH:3]=[C:4]([CH:8]=[CH:9][C:10]=1[N+:11]([O-:13])=[O:12])[C:5]([NH:23][CH:24]1[CH2:29][CH2:28][N:27]([CH3:30])[CH2:26][CH2:25]1)=[O:6]. The catalyst class is: 2. (9) Reactant: [CH3:1][C:2]1[CH:7]=[CH:6][CH:5]=[C:4]([CH3:8])[C:3]=1[OH:9].O1CCOCC1.CC(C)([O-])C.[K+].Cl[C:23]1[N:24]=[N+:25]([O-:30])[C:26]([Cl:29])=[CH:27][CH:28]=1. Product: [Cl:29][C:26]1[N+:25]([O-:30])=[N:24][C:23]([O:9][C:3]2[C:4]([CH3:8])=[CH:5][CH:6]=[CH:7][C:2]=2[CH3:1])=[CH:28][CH:27]=1. The catalyst class is: 374.